This data is from Retrosynthesis with 50K atom-mapped reactions and 10 reaction types from USPTO. The task is: Predict the reactants needed to synthesize the given product. (1) Given the product C=CCCCCC[C@H](Nc1ccc(F)cc1)C(=O)O, predict the reactants needed to synthesize it. The reactants are: C=CCCCCC[C@H](N)C(=O)O.Fc1ccc(I)cc1. (2) Given the product C=CC[C@@H](CC(=O)OC(C)(C)C)C(=O)N1CCC[C@H]1[C@H](C)O, predict the reactants needed to synthesize it. The reactants are: C=CC[C@@H](CC(=O)OC(C)(C)C)C(=O)N1CCC[C@H]1C=O.C[Mg+]. (3) Given the product Cn1cc(COc2cc(Br)ccc2F)nn1, predict the reactants needed to synthesize it. The reactants are: Cn1cc(CO)nn1.Oc1cc(Br)ccc1F.